From a dataset of NCI-60 drug combinations with 297,098 pairs across 59 cell lines. Regression. Given two drug SMILES strings and cell line genomic features, predict the synergy score measuring deviation from expected non-interaction effect. (1) Drug 1: CCC1(CC2CC(C3=C(CCN(C2)C1)C4=CC=CC=C4N3)(C5=C(C=C6C(=C5)C78CCN9C7C(C=CC9)(C(C(C8N6C=O)(C(=O)OC)O)OC(=O)C)CC)OC)C(=O)OC)O.OS(=O)(=O)O. Drug 2: COC1=C2C(=CC3=C1OC=C3)C=CC(=O)O2. Cell line: PC-3. Synergy scores: CSS=13.3, Synergy_ZIP=-5.79, Synergy_Bliss=-2.28, Synergy_Loewe=-27.8, Synergy_HSA=-4.23. (2) Drug 1: C1CCC(CC1)NC(=O)N(CCCl)N=O. Drug 2: CC1=C2C(C(=O)C3(C(CC4C(C3C(C(C2(C)C)(CC1OC(=O)C(C(C5=CC=CC=C5)NC(=O)C6=CC=CC=C6)O)O)OC(=O)C7=CC=CC=C7)(CO4)OC(=O)C)O)C)OC(=O)C. Cell line: UACC62. Synergy scores: CSS=49.6, Synergy_ZIP=-15.9, Synergy_Bliss=-9.37, Synergy_Loewe=-7.80, Synergy_HSA=-5.05. (3) Drug 1: CCC1=C2CN3C(=CC4=C(C3=O)COC(=O)C4(CC)O)C2=NC5=C1C=C(C=C5)O. Drug 2: CC12CCC3C(C1CCC2OP(=O)(O)O)CCC4=C3C=CC(=C4)OC(=O)N(CCCl)CCCl.[Na+]. Cell line: U251. Synergy scores: CSS=53.3, Synergy_ZIP=-3.28, Synergy_Bliss=-7.03, Synergy_Loewe=-38.8, Synergy_HSA=-6.20. (4) Drug 1: CCN(CC)CCNC(=O)C1=C(NC(=C1C)C=C2C3=C(C=CC(=C3)F)NC2=O)C. Drug 2: C(CN)CNCCSP(=O)(O)O. Cell line: HOP-92. Synergy scores: CSS=-3.52, Synergy_ZIP=5.26, Synergy_Bliss=5.38, Synergy_Loewe=2.24, Synergy_HSA=-1.46. (5) Drug 1: CCC(=C(C1=CC=CC=C1)C2=CC=C(C=C2)OCCN(C)C)C3=CC=CC=C3.C(C(=O)O)C(CC(=O)O)(C(=O)O)O. Drug 2: CN1C(=O)N2C=NC(=C2N=N1)C(=O)N. Cell line: M14. Synergy scores: CSS=-3.37, Synergy_ZIP=0.425, Synergy_Bliss=-5.04, Synergy_Loewe=-4.03, Synergy_HSA=-7.81. (6) Synergy scores: CSS=11.3, Synergy_ZIP=-2.88, Synergy_Bliss=0.577, Synergy_Loewe=-7.55, Synergy_HSA=-0.840. Cell line: MCF7. Drug 2: CN1C2=C(C=C(C=C2)N(CCCl)CCCl)N=C1CCCC(=O)O.Cl. Drug 1: C1C(C(OC1N2C=C(C(=O)NC2=O)F)CO)O. (7) Drug 1: CC1=C2C(C(=O)C3(C(CC4C(C3C(C(C2(C)C)(CC1OC(=O)C(C(C5=CC=CC=C5)NC(=O)OC(C)(C)C)O)O)OC(=O)C6=CC=CC=C6)(CO4)OC(=O)C)OC)C)OC. Drug 2: CC1=C(C(=CC=C1)Cl)NC(=O)C2=CN=C(S2)NC3=CC(=NC(=N3)C)N4CCN(CC4)CCO. Cell line: A549. Synergy scores: CSS=55.9, Synergy_ZIP=7.21, Synergy_Bliss=4.94, Synergy_Loewe=6.39, Synergy_HSA=8.29. (8) Drug 1: CC1=C2C(C(=O)C3(C(CC4C(C3C(C(C2(C)C)(CC1OC(=O)C(C(C5=CC=CC=C5)NC(=O)OC(C)(C)C)O)O)OC(=O)C6=CC=CC=C6)(CO4)OC(=O)C)OC)C)OC. Drug 2: CC1C(C(CC(O1)OC2CC(CC3=C2C(=C4C(=C3O)C(=O)C5=C(C4=O)C(=CC=C5)OC)O)(C(=O)C)O)N)O.Cl. Cell line: 786-0. Synergy scores: CSS=70.1, Synergy_ZIP=8.28, Synergy_Bliss=9.58, Synergy_Loewe=9.69, Synergy_HSA=12.7. (9) Drug 1: CCC(=C(C1=CC=CC=C1)C2=CC=C(C=C2)OCCN(C)C)C3=CC=CC=C3.C(C(=O)O)C(CC(=O)O)(C(=O)O)O. Drug 2: N.N.Cl[Pt+2]Cl. Cell line: NCI-H322M. Synergy scores: CSS=5.62, Synergy_ZIP=-2.59, Synergy_Bliss=-2.86, Synergy_Loewe=-14.1, Synergy_HSA=-3.18.